From a dataset of Reaction yield outcomes from USPTO patents with 853,638 reactions. Predict the reaction yield, written as a fraction of the theoretical maximum amount of product (1.0 means a 100% yield; for example, 0.34 means a 34% yield). (1) The reactants are [CH2:1]1[CH:12]2[CH:4]([NH:5][C:6]3[C:7]([C:13]([NH:15][C@@H:16]([CH2:21][OH:22])[C:17]([O:19]C)=[O:18])=[O:14])=[CH:8][CH:9]=[CH:10][C:11]=32)[CH2:3][CH2:2]1.[OH-].[Li+]. The catalyst is C1COCC1. The product is [CH2:1]1[CH:12]2[CH:4]([NH:5][C:6]3[C:7]([C:13]([NH:15][C@@H:16]([CH2:21][OH:22])[C:17]([OH:19])=[O:18])=[O:14])=[CH:8][CH:9]=[CH:10][C:11]=32)[CH2:3][CH2:2]1. The yield is 0.170. (2) The reactants are [Cl:1][C:2]1[N:7]2[N:8]=[C:9]([C:11]([O:13][CH2:14][CH3:15])=[O:12])[CH:10]=[C:6]2[N:5]=[C:4]([CH3:16])[C:3]=1[C@H:17]([OH:23])[C:18]([O:20][CH2:21][CH3:22])=[O:19].Cl(O)(=O)(=O)=O. The catalyst is C(Cl)Cl.C(OC(C)(C)C)(=O)C. The product is [C:3]([O:23][C@@H:17]([C:3]1[C:4]([CH3:16])=[N:5][C:6]2[N:7]([N:8]=[C:9]([C:11]([O:13][CH2:14][CH3:15])=[O:12])[CH:10]=2)[C:2]=1[Cl:1])[C:18]([O:20][CH2:21][CH3:22])=[O:19])([CH3:17])([CH3:4])[CH3:2]. The yield is 0.860. (3) The reactants are [OH:1][N:2]1[C:6](=[O:7])[CH2:5][CH2:4][C:3]1=[O:8].CCN=C=NCCCN(C)C.[CH3:20][O:21][CH2:22][CH2:23][O:24][CH2:25][CH2:26][O:27][CH2:28][CH2:29][O:30][CH2:31][CH2:32][CH2:33][C:34](O)=[O:35]. The catalyst is C(Cl)Cl. The product is [O:8]=[C:3]1[CH2:4][CH2:5][C:6](=[O:7])[N:2]1[O:1][C:34](=[O:35])[CH2:33][CH2:32][CH2:31][O:30][CH2:29][CH2:28][O:27][CH2:26][CH2:25][O:24][CH2:23][CH2:22][O:21][CH3:20]. The yield is 0.430. (4) The reactants are [C:1]([O:5][C:6]([NH:8][CH2:9][C:10]([C:12]1[CH:17]=[CH:16][CH:15]=[CH:14][CH:13]=1)=O)=[O:7])([CH3:4])([CH3:3])[CH3:2].Cl.[NH2:19][NH:20][C:21]([NH2:23])=[S:22].O. The catalyst is CO. The product is [C:1]([O:5][C:6]([NH:8][CH2:9][C:10](=[N:19][NH:20][C:21]([NH2:23])=[S:22])[C:12]1[CH:17]=[CH:16][CH:15]=[CH:14][CH:13]=1)=[O:7])([CH3:4])([CH3:3])[CH3:2]. The yield is 0.951.